Dataset: Reaction yield outcomes from USPTO patents with 853,638 reactions. Task: Predict the reaction yield, written as a fraction of the theoretical maximum amount of product (1.0 means a 100% yield; for example, 0.34 means a 34% yield). (1) The reactants are [Br:1][C:2]1[CH:3]=[CH:4][C:5]2[C:11](=[O:12])[CH2:10][CH2:9][CH2:8][CH2:7][C:6]=2[CH:13]=1.C([O:19][N:20]=O)CC(C)C. The catalyst is CCOCC.C1COCC1.Cl.CCOCC. The product is [Br:1][C:2]1[CH:3]=[CH:4][C:5]2[C:11](=[O:12])/[C:10](=[N:20]/[OH:19])/[CH2:9][CH2:8][CH2:7][C:6]=2[CH:13]=1. The yield is 0.640. (2) The reactants are [CH2:1]([C:4]1[CH:5]=[C:6]([CH:9]=O)[NH:7][CH:8]=1)[CH2:2][CH3:3].[C:11]([CH:16]=P(C1C=CC=CC=1)(C1C=CC=CC=1)C1C=CC=CC=1)([O:13][CH2:14][CH3:15])=[O:12]. The catalyst is C1C=CC=CC=1. The product is [CH2:1]([C:4]1[CH:5]=[C:6](/[CH:9]=[CH:16]/[C:11]([O:13][CH2:14][CH3:15])=[O:12])[NH:7][CH:8]=1)[CH2:2][CH3:3]. The yield is 0.990. (3) The reactants are [F:1][C:2]([F:15])([F:14])[O:3][C:4]1[CH:13]=[CH:12][C:7]([CH2:8][N:9]=[C:10]=[O:11])=[CH:6][CH:5]=1.[CH3:16][N:17]1[C:25]2[CH:24]=[CH:23][CH:22]=[C:21]([NH2:26])[C:20]=2[CH:19]=[N:18]1. No catalyst specified. The product is [CH3:16][N:17]1[C:25]2[C:20](=[C:21]([NH:26][C:10]([NH:9][CH2:8][C:7]3[CH:12]=[CH:13][C:4]([O:3][C:2]([F:14])([F:15])[F:1])=[CH:5][CH:6]=3)=[O:11])[CH:22]=[CH:23][CH:24]=2)[CH:19]=[N:18]1. The yield is 0.440. (4) The reactants are C(=O)([O-])[O-].[Cs+].[Cs+].Br[CH2:8][CH2:9][CH:10]1[O:14][CH2:13][CH2:12][O:11]1.CN(C)C=O.[F:20][C:21]1[CH:22]=[C:23]([OH:28])[CH:24]=[N:25][C:26]=1[F:27]. The catalyst is O. The product is [O:11]1[CH2:12][CH2:13][O:14][CH:10]1[CH2:9][CH2:8][O:28][C:23]1[CH:22]=[C:21]([F:20])[C:26]([F:27])=[N:25][CH:24]=1. The yield is 0.380. (5) The reactants are [F:1][C:2]1[CH:10]=[CH:9][CH:8]=[C:7]([F:11])[C:3]=1[C:4]([OH:6])=O.[NH:12]1[C:16]2[CH:17]=[CH:18][CH:19]=[CH:20][C:15]=2[N:14]=[C:13]1[C:21]1[C:25]([NH2:26])=[CH:24][NH:23][N:22]=1.C(Cl)CCl.C1C=CC2N(O)N=NC=2C=1. The catalyst is CN(C=O)C.O. The product is [NH:14]1[C:15]2[CH:20]=[CH:19][CH:18]=[CH:17][C:16]=2[N:12]=[C:13]1[C:21]1[C:25]([NH:26][C:4](=[O:6])[C:3]2[C:7]([F:11])=[CH:8][CH:9]=[CH:10][C:2]=2[F:1])=[CH:24][NH:23][N:22]=1. The yield is 0.240. (6) The reactants are [C:1]([O:8][CH2:9]C)(=O)[C:2]([O:4][CH2:5][CH3:6])=[O:3].COC[C:14]([O:16][CH3:17])=[O:15].[CH3:18][O-].[Na+].Cl. The catalyst is C1(C)C=CC=CC=1. The product is [CH2:17]([O:16][C:14](=[O:15])[CH:1]([O:8][CH3:9])[C:2]([O:4][CH2:5][CH3:6])=[O:3])[CH3:18]. The yield is 0.405.